Task: Predict the product of the given reaction.. Dataset: Forward reaction prediction with 1.9M reactions from USPTO patents (1976-2016) Given the reactants [C:1]([NH:4][C:5]([CH2:16][C:17]([C:19]1[CH:24]=[CH:23][C:22]([O:25][C:26]2[CH:31]=[CH:30][C:29]([C:32](=[O:35])[CH2:33]Cl)=[CH:28][CH:27]=2)=[CH:21][CH:20]=1)=[O:18])([C:11]([O:13][CH2:14][CH3:15])=[O:12])[C:6]([O:8][CH2:9][CH3:10])=[O:7])(=[O:3])[CH3:2].[CH:36]1([C:39]([OH:41])=[O:40])[CH2:38][CH2:37]1.CCN(CC)CC, predict the reaction product. The product is: [C:1]([NH:4][C:5]([CH2:16][C:17]([C:19]1[CH:24]=[CH:23][C:22]([O:25][C:26]2[CH:31]=[CH:30][C:29]([C:32](=[O:35])[CH2:33][O:41][C:39]([CH:36]3[CH2:38][CH2:37]3)=[O:40])=[CH:28][CH:27]=2)=[CH:21][CH:20]=1)=[O:18])([C:11]([O:13][CH2:14][CH3:15])=[O:12])[C:6]([O:8][CH2:9][CH3:10])=[O:7])(=[O:3])[CH3:2].